Predict the reactants needed to synthesize the given product. From a dataset of Full USPTO retrosynthesis dataset with 1.9M reactions from patents (1976-2016). (1) Given the product [Cl:1][C:2]1[S:6][C:5]([C:7]2[N:8]([C:18]3[CH:19]=[CH:20][C:21]([OH:24])=[CH:22][CH:23]=3)[C:9]3[C:14]([C:15]=2/[C:16](=[N:25]/[OH:26])/[NH2:17])=[CH:13][CH:12]=[CH:11][CH:10]=3)=[CH:4][CH:3]=1, predict the reactants needed to synthesize it. The reactants are: [Cl:1][C:2]1[S:6][C:5]([C:7]2[N:8]([C:18]3[CH:23]=[CH:22][C:21]([OH:24])=[CH:20][CH:19]=3)[C:9]3[C:14]([C:15]=2[C:16]#[N:17])=[CH:13][CH:12]=[CH:11][CH:10]=3)=[CH:4][CH:3]=1.[NH2:25][OH:26].[OH-].[Na+]. (2) Given the product [CH:1]([N:4]1[C:8]([C:9]2[N:10]=[C:11]3[C:17]4[CH:18]=[CH:19][C:20]([C:22]([N:30]([O:29][CH3:28])[CH3:31])=[O:23])=[CH:21][C:16]=4[O:15][CH2:14][CH2:13][N:12]3[CH:25]=2)=[N:7][C:6]([CH3:26])=[N:5]1)([CH3:2])[CH3:3], predict the reactants needed to synthesize it. The reactants are: [CH:1]([N:4]1[C:8]([C:9]2[N:10]=[C:11]3[C:17]4[CH:18]=[CH:19][C:20]([C:22](O)=[O:23])=[CH:21][C:16]=4[O:15][CH2:14][CH2:13][N:12]3[CH:25]=2)=[N:7][C:6]([CH3:26])=[N:5]1)([CH3:3])[CH3:2].Cl.[CH3:28][O:29][NH:30][CH3:31].C(N(C(C)C)C(C)C)C.CN(C(ON1N=NC2C=CC=CC1=2)=[N+](C)C)C.F[P-](F)(F)(F)(F)F. (3) Given the product [F:1][C:2]1[CH:3]=[C:4]([CH2:10][CH2:11][C:30]([CH3:31])([OH:29])[CH3:17])[CH:5]=[C:23]([O:22][CH3:20])[CH:24]=1, predict the reactants needed to synthesize it. The reactants are: [F:1][C:2]1[CH:3]=[C:4]([CH2:10][CH2:11]C(OCC)=O)[CH:5]=C(OC)C=1.[CH3:17][Mg]Br.[CH2:20]([O:22][CH2:23][CH3:24])C.O.C([O:29][CH2:30][CH3:31])(=O)C. (4) Given the product [CH2:1]([N:3]1[CH2:15][CH2:14][C:6]2[N:7]([CH2:22][CH2:21][C:20]3[CH:23]=[CH:24][C:17]([CH3:16])=[CH:18][CH:19]=3)[C:8]3[CH:9]=[CH:10][CH:11]=[CH:12][C:13]=3[C:5]=2[CH2:4]1)[CH3:2], predict the reactants needed to synthesize it. The reactants are: [CH2:1]([N:3]1[CH2:15][CH2:14][C:6]2[NH:7][C:8]3[CH:9]=[CH:10][CH:11]=[CH:12][C:13]=3[C:5]=2[CH2:4]1)[CH3:2].[CH3:16][C:17]1[CH:24]=[CH:23][C:20]([CH:21]=[CH2:22])=[CH:19][CH:18]=1.[H-].[Na+]. (5) Given the product [NH2:1][C:2]1[N:7]=[CH:6][N:5]=[C:4]2[N:8]([C@@H:24]3[CH2:29][CH2:28][CH2:27][N:26]([C:30]([C:32](=[CH:35][C:36]([CH3:47])([CH3:46])[CH2:37][OH:38])[C:33]#[N:34])=[O:31])[CH2:25]3)[N:9]=[C:10]([C:11]3[CH:12]=[CH:13][C:14]([O:17][C:18]4[CH:19]=[CH:20][CH:21]=[CH:22][CH:23]=4)=[CH:15][CH:16]=3)[C:3]=12, predict the reactants needed to synthesize it. The reactants are: [NH2:1][C:2]1[N:7]=[CH:6][N:5]=[C:4]2[N:8]([C@@H:24]3[CH2:29][CH2:28][CH2:27][N:26]([C:30]([C:32](=[CH:35][C:36]([CH3:47])([CH3:46])[CH2:37][O:38][Si](C(C)(C)C)(C)C)[C:33]#[N:34])=[O:31])[CH2:25]3)[N:9]=[C:10]([C:11]3[CH:16]=[CH:15][C:14]([O:17][C:18]4[CH:23]=[CH:22][CH:21]=[CH:20][CH:19]=4)=[CH:13][CH:12]=3)[C:3]=12.CCCC[N+](CCCC)(CCCC)CCCC.[F-]. (6) Given the product [Cl:4][C:5]1[C:6]([CH3:38])=[C:7]([CH:34]=[CH:35][C:36]=1[Cl:37])[O:8][CH:9]1[CH2:10][CH2:11][N:12]([CH2:15][CH:16]2[CH2:17][CH2:18][N:19]([C@@H:22]([CH2:27][C:28]3[CH:29]=[CH:30][CH:31]=[CH:32][CH:33]=3)[C:23]([OH:25])=[O:24])[CH2:20][CH2:21]2)[CH2:13][CH2:14]1, predict the reactants needed to synthesize it. The reactants are: O.[OH-].[Li+].[Cl:4][C:5]1[C:6]([CH3:38])=[C:7]([CH:34]=[CH:35][C:36]=1[Cl:37])[O:8][CH:9]1[CH2:14][CH2:13][N:12]([CH2:15][CH:16]2[CH2:21][CH2:20][N:19]([C@@H:22]([CH2:27][C:28]3[CH:33]=[CH:32][CH:31]=[CH:30][CH:29]=3)[C:23]([O:25]C)=[O:24])[CH2:18][CH2:17]2)[CH2:11][CH2:10]1.C([O-])(=O)C.[NH4+].C(OC)(C)(C)C. (7) Given the product [I:19][C:2]1[C:11]2[C:6](=[CH:7][CH:8]=[CH:9][CH:10]=2)[N:5]=[C:4]([C:12]2[CH:17]=[CH:16][CH:15]=[CH:14][CH:13]=2)[N:3]=1, predict the reactants needed to synthesize it. The reactants are: Cl[C:2]1[C:11]2[C:6](=[CH:7][CH:8]=[CH:9][CH:10]=2)[N:5]=[C:4]([C:12]2[CH:17]=[CH:16][CH:15]=[CH:14][CH:13]=2)[N:3]=1.Cl.[I-:19].[Na+].C(#N)C.